From a dataset of Full USPTO retrosynthesis dataset with 1.9M reactions from patents (1976-2016). Predict the reactants needed to synthesize the given product. Given the product [F:1][CH2:2][C:3]1[O:7][N:6]=[C:5]([C:8]2[CH:13]=[CH:12][CH:11]=[CH:10][C:9]=2[O:14][CH3:15])[C:4]=1[C:16]([OH:18])=[O:17], predict the reactants needed to synthesize it. The reactants are: [F:1][CH2:2][C:3]1[O:7][N:6]=[C:5]([C:8]2[CH:13]=[CH:12][CH:11]=[CH:10][C:9]=2[O:14][CH3:15])[C:4]=1[C:16]([O:18]C(C)(C)C)=[O:17].C(O)(C(F)(F)F)=O.C(Cl)Cl.